This data is from Full USPTO retrosynthesis dataset with 1.9M reactions from patents (1976-2016). The task is: Predict the reactants needed to synthesize the given product. (1) Given the product [N:1]1[C:10]2[C:5](=[CH:6][C:7]([O:11][C:20](=[O:21])[NH:19][C:15]3[CH:16]=[CH:17][CH:18]=[C:13]([Br:12])[CH:14]=3)=[CH:8][CH:9]=2)[CH:4]=[CH:3][CH:2]=1, predict the reactants needed to synthesize it. The reactants are: [N:1]1[C:10]2[C:5](=[CH:6][C:7]([OH:11])=[CH:8][CH:9]=2)[CH:4]=[CH:3][CH:2]=1.[Br:12][C:13]1[CH:14]=[C:15]([N:19]=[C:20]=[O:21])[CH:16]=[CH:17][CH:18]=1.C(=O)([O-])[O-].[K+].[K+].[I-].[K+]. (2) Given the product [CH:12]1([CH2:15][NH:16][C:32](=[O:33])[C:31]([O:30][CH3:29])=[C:35]2[CH2:40][CH2:39][N:38]([S:41]([C:44]3[CH:45]=[CH:46][C:47]([O:50][C:51]([F:54])([F:52])[F:53])=[CH:48][CH:49]=3)(=[O:43])=[O:42])[CH2:37][CH2:36]2)[CH2:14][CH2:13]1, predict the reactants needed to synthesize it. The reactants are: O.ON1C2C=CC=CC=2N=N1.[CH:12]1([CH2:15][NH2:16])[CH2:14][CH2:13]1.Cl.CN(C)CCCN=C=NCC.[CH3:29][O:30][C:31](=[C:35]1[CH2:40][CH2:39][N:38]([S:41]([C:44]2[CH:49]=[CH:48][C:47]([O:50][C:51]([F:54])([F:53])[F:52])=[CH:46][CH:45]=2)(=[O:43])=[O:42])[CH2:37][CH2:36]1)[C:32](O)=[O:33]. (3) The reactants are: [NH2:1][CH2:2][CH2:3][C:4]1[CH:9]=[CH:8][C:7]([OH:10])=[CH:6][CH:5]=1.[CH3:11][C:12]1([CH3:20])[CH2:18][C:17](=O)[O:16][C:14](=[O:15])[CH2:13]1.C(Cl)Cl.S(Cl)(Cl)=O. Given the product [OH:10][C:7]1[CH:8]=[CH:9][C:4]([CH2:3][CH2:2][N:1]2[C:14](=[O:15])[CH2:13][C:12]([CH3:20])([CH3:11])[CH2:18][C:17]2=[O:16])=[CH:5][CH:6]=1, predict the reactants needed to synthesize it. (4) The reactants are: [C:1]([C:4]1[C:5](=[O:16])[O:6][C:7]2[C:12]([CH:13]=1)=[CH:11][CH:10]=[C:9]([CH2:14][OH:15])[CH:8]=2)(=[O:3])[CH3:2].[Br:17]Br. Given the product [Br:17][CH2:2][C:1]([C:4]1[C:5](=[O:16])[O:6][C:7]2[C:12]([CH:13]=1)=[CH:11][CH:10]=[C:9]([CH2:14][OH:15])[CH:8]=2)=[O:3], predict the reactants needed to synthesize it. (5) Given the product [CH3:1][O:2][C:3]1[CH:42]=[C:41]([O:43][CH3:44])[CH:40]=[CH:39][C:4]=1[CH2:5][N:6]([C:33]1[CH:38]=[CH:37][N:36]=[CH:35][N:34]=1)[S:7]([C:10]1[C:11]([F:32])=[CH:12][C:13]([O:20][C@H:21]2[CH2:25][CH2:24][CH2:23][C@@H:22]2[C:26]2[N:30]([CH3:31])[N:29]=[CH:28][CH:27]=2)=[C:14]([CH:19]=1)[C:15]([NH2:49])=[O:17])(=[O:8])=[O:9], predict the reactants needed to synthesize it. The reactants are: [CH3:1][O:2][C:3]1[CH:42]=[C:41]([O:43][CH3:44])[CH:40]=[CH:39][C:4]=1[CH2:5][N:6]([C:33]1[CH:38]=[CH:37][N:36]=[CH:35][N:34]=1)[S:7]([C:10]1[C:11]([F:32])=[CH:12][C:13]([O:20][C@H:21]2[CH2:25][CH2:24][CH2:23][C@@H:22]2[C:26]2[N:30]([CH3:31])[N:29]=[CH:28][CH:27]=2)=[C:14]([CH:19]=1)[C:15]([O:17]C)=O)(=[O:9])=[O:8].[OH-].[Na+].Cl.C[N:49]1CCOCC1.ClC(OCC(C)C)=O.O.N. (6) Given the product [CH:1]12[CH2:7][CH:4]([CH2:5][CH2:6]1)[CH2:3][CH:2]2[N:8]1[C:11](=[O:12])[C:10]([CH3:14])([CH3:13])[N:9]1[CH2:18][C:17]1[CH:20]=[CH:21][CH:22]=[C:23]([Cl:24])[C:16]=1[Cl:15], predict the reactants needed to synthesize it. The reactants are: [CH:1]12[CH2:7][CH:4]([CH2:5][CH2:6]1)[CH2:3][CH:2]2[N:8]1[C:11](=[O:12])[C:10]([CH3:14])([CH3:13])[NH:9]1.[Cl:15][C:16]1[C:23]([Cl:24])=[CH:22][CH:21]=[CH:20][C:17]=1[CH2:18]Br. (7) Given the product [N:1]([CH2:4][C@@H:5]([NH:9][C:10](=[O:11])[O:12][C:13]([CH3:15])([CH3:14])[CH3:16])[CH2:6][C@H:7]([CH2:8][OH:17])[CH2:18][CH2:19][CH2:20][Cl:21])=[N+:2]=[N-:3], predict the reactants needed to synthesize it. The reactants are: [N:1]([CH2:4][C@H:5]1[N:9]([C:10]([O:12][C:13]([CH3:16])([CH3:15])[CH3:14])=[O:11])[C:8](=[O:17])[C@H:7]([CH2:18][CH2:19][CH2:20][Cl:21])[CH2:6]1)=[N+:2]=[N-:3].[BH4-].[Na+].